The task is: Predict which catalyst facilitates the given reaction.. This data is from Catalyst prediction with 721,799 reactions and 888 catalyst types from USPTO. (1) The catalyst class is: 2. Reactant: C1N2CN3CN(C2)CN1C3.C1CCN2C(=NCCC2)CC1.[C:22]([O:26][C:27](=[O:49])[CH2:28][C@H:29]([C:39]1[O:40][CH2:41][C@@H:42]([C:44]([O:46][CH2:47][CH3:48])=[O:45])[N:43]=1)[CH2:30][CH2:31][CH2:32][CH:33]1[CH2:38][CH2:37][CH2:36][CH2:35][CH2:34]1)([CH3:25])([CH3:24])[CH3:23]. Product: [C:22]([O:26][C:27](=[O:49])[CH2:28][C@H:29]([C:39]1[O:40][CH:41]=[C:42]([C:44]([O:46][CH2:47][CH3:48])=[O:45])[N:43]=1)[CH2:30][CH2:31][CH2:32][CH:33]1[CH2:38][CH2:37][CH2:36][CH2:35][CH2:34]1)([CH3:25])([CH3:24])[CH3:23]. (2) Reactant: C([O:3][C:4]([C:6]1[N:7]=[C:8]([CH3:15])[S:9][C:10]=1[NH:11][C:12]([NH2:14])=[O:13])=O)C.[OH-].[Na+]. Product: [CH3:15][C:8]1[S:9][C:10]2[NH:11][C:12](=[O:13])[NH:14][C:4](=[O:3])[C:6]=2[N:7]=1. The catalyst class is: 378. (3) Reactant: [O-][CH2:2]C.[Na+].[N:5]1[CH:10]=[C:9]([CH2:11][C:12]2[C:13](=[O:19])[NH:14][C:15](=[S:18])[NH:16][CH:17]=2)[CH:8]=[N:7][CH:6]=1.CI. Product: [CH3:2][S:18][C:15]1[NH:16][CH:17]=[C:12]([CH2:11][C:9]2[CH:10]=[N:5][CH:6]=[N:7][CH:8]=2)[C:13](=[O:19])[N:14]=1. The catalyst class is: 14. (4) Reactant: [OH:1][C:2]([CH3:24])([CH3:23])[CH2:3][O:4][C:5]1[CH:10]=[CH:9][C:8]([N:11]2[CH:16]=[CH:15][C:14](B(O)O)=[CH:13][C:12]2=[O:20])=[CH:7][C:6]=1[O:21][CH3:22].Br[C:26]1[CH:31]=[CH:30][C:29]([O:32][C:33]([F:38])([F:37])[CH:34]([F:36])[F:35])=[CH:28][CH:27]=1.P([O-])([O-])([O-])=O.[K+].[K+].[K+]. Product: [OH:1][C:2]([CH3:24])([CH3:23])[CH2:3][O:4][C:5]1[CH:10]=[CH:9][C:8]([N:11]2[CH:16]=[CH:15][C:14]([C:26]3[CH:27]=[CH:28][C:29]([O:32][C:33]([F:37])([F:38])[CH:34]([F:36])[F:35])=[CH:30][CH:31]=3)=[CH:13][C:12]2=[O:20])=[CH:7][C:6]=1[O:21][CH3:22]. The catalyst class is: 128. (5) Reactant: [NH2:1][C:2]1[CH:18]=[CH:17][CH:16]=[CH:15][C:3]=1[O:4][C:5]1[C:14]2[C:9](=[CH:10][CH:11]=[CH:12][CH:13]=2)[N:8]=[CH:7]C=1.[NH2:19]C1C=CC=CC=1O.ClC1C2C(=CC=CC=2)N=CC=1.[H-].[Na+]. Product: [NH2:1][C:2]1[CH:18]=[CH:17][CH:16]=[CH:15][C:3]=1[O:4][C:5]1[C:14]2[C:9](=[CH:10][CH:11]=[CH:12][CH:13]=2)[N:8]=[CH:7][N:19]=1. The catalyst class is: 16. (6) Reactant: [N+:1]([C:4]1[CH:5]=[N:6][N:7]([CH2:9][CH2:10][C:11]([N:13]2[CH2:18][CH2:17][CH2:16][CH2:15][CH2:14]2)=[O:12])[CH:8]=1)([O-])=O. Product: [NH2:1][C:4]1[CH:5]=[N:6][N:7]([CH2:9][CH2:10][C:11]([N:13]2[CH2:18][CH2:17][CH2:16][CH2:15][CH2:14]2)=[O:12])[CH:8]=1. The catalyst class is: 19. (7) Reactant: [CH3:1][C@@:2]1([CH2:13][N:14]2[CH2:19][CH2:18][N:17]([C:20]([O:22][CH2:23][C:24]3[CH:25]=[C:26]4[C:30](=[CH:31][CH:32]=3)[NH:29][C:28](=[O:33])[C:27]4([CH3:35])[CH3:34])=[O:21])[CH2:16][CH2:15]2)[O:6][C:5]2=[N:7][C:8]([N+:10]([O-:12])=[O:11])=[CH:9][N:4]2[CH2:3]1.[CH3:36]N(C=O)C.[H-].[Na+].CI. Product: [CH3:1][C@@:2]1([CH2:13][N:14]2[CH2:15][CH2:16][N:17]([C:20]([O:22][CH2:23][C:24]3[CH:25]=[C:26]4[C:30](=[CH:31][CH:32]=3)[N:29]([CH3:36])[C:28](=[O:33])[C:27]4([CH3:35])[CH3:34])=[O:21])[CH2:18][CH2:19]2)[O:6][C:5]2=[N:7][C:8]([N+:10]([O-:12])=[O:11])=[CH:9][N:4]2[CH2:3]1. The catalyst class is: 6.